From a dataset of PAMPA (Parallel Artificial Membrane Permeability Assay) permeability data from NCATS. Regression/Classification. Given a drug SMILES string, predict its absorption, distribution, metabolism, or excretion properties. Task type varies by dataset: regression for continuous measurements (e.g., permeability, clearance, half-life) or binary classification for categorical outcomes (e.g., BBB penetration, CYP inhibition). Dataset: pampa_ncats. (1) The molecule is CC1=C(C=C(C=C1)C2=NC3=CC=CC=C3C(=C2)C(=O)NC4=CC=C(C=C4)N5C=NC=N5)C. The result is 0 (low-to-moderate permeability). (2) The compound is CN(C)C1=NC=CC(=C1)C2=NC3=CC=CC=C3C(=N2)NC4=CC(=C(C=C4)F)F. The result is 1 (high permeability). (3) The drug is C1CC2=C(C(N=C(N2)NC3=NC4=C(O3)C=CC(=C4)[S+](=O)(N5CCOCC5)[O-])C6=C(C=NN6)Cl)C(=O)C1. The result is 1 (high permeability). (4) The molecule is COC1=CC=CC=C1CNC2=CC=C(C=C2)S(=O)(=O)NC3=NC=CS3. The result is 1 (high permeability). (5) The result is 1 (high permeability). The drug is CC1=C2C=CN=CC2=C(C3=C1NC4=C3C=C(C=C4)OC)C. (6) The molecule is CC1=C(C(=CC=C1)C)C(=O)NC2=CC(=C(C=C2)OC)[S+](=O)(N3CCCCCC3)[O-]. The result is 1 (high permeability). (7) The drug is C1=CC=C(C=C1)OCC(=O)NCC(C2=CC=CS2)S(=O)(=O)C3=CC=C(C=C3)Cl. The result is 1 (high permeability). (8) The compound is CC1=CN=C(N=C1NCC2=CC=C(C=C2)C3=CN=CC=C3)C4=CC=CC=C4C(F)F. The result is 1 (high permeability). (9) The compound is C1=CC(=CC=C1NC(=O)C2=CC=NN2)[S+](=O)(NC3=NC=CS3)[O-]. The result is 0 (low-to-moderate permeability). (10) The drug is CC1=CC(=NC=C1)NC(=S)N2CCN(CC2)C3=C(C=C(C=C3)C(F)(F)F)[N+](=O)[O-]. The result is 1 (high permeability).